Task: Predict the reaction yield, written as a fraction of the theoretical maximum amount of product (1.0 means a 100% yield; for example, 0.34 means a 34% yield).. Dataset: Reaction yield outcomes from USPTO patents with 853,638 reactions (1) The reactants are Cl[C:2]1[N:3]([C@@H:15]2[O:21][C@H:20]([CH2:22][OH:23])[C@@H:18]([OH:19])[C@H:16]2[OH:17])[C:4]2[C:9]([C:10]=1[CH:11]=[O:12])=[CH:8][C:7]([Cl:13])=[C:6]([Cl:14])[CH:5]=2.CO.C(Cl)(Cl)Cl.CO.O. The catalyst is C(N)(C)C.CO. The product is [Cl:13][C:7]1[CH:8]=[C:9]2[C:4](=[CH:5][C:6]=1[Cl:14])[N:3]([C@@H:15]1[O:21][C@H:20]([CH2:22][OH:23])[C@@H:18]([OH:19])[C@H:16]1[OH:17])[C:2]([NH:3][CH:4]([CH3:9])[CH3:5])=[C:10]2[CH:11]=[O:12]. The yield is 0.420. (2) The reactants are Cl.[NH:2]1[CH2:5][CH:4]([C:6]2[C:11]([Br:12])=[CH:10][N:9]=[C:8]([Cl:13])[N:7]=2)[CH2:3]1.CN(C(ON1N=NC2C=CC=NC1=2)=[N+](C)C)C.F[P-](F)(F)(F)(F)F.[NH:38]1[C:42]2[CH:43]=[CH:44][CH:45]=[CH:46][C:41]=2[N:40]=[C:39]1[C:47](O)=[O:48]. The catalyst is C(Cl)Cl. The product is [NH:38]1[C:42]2[CH:43]=[CH:44][CH:45]=[CH:46][C:41]=2[N:40]=[C:39]1[C:47]([N:2]1[CH2:5][CH:4]([C:6]2[C:11]([Br:12])=[CH:10][N:9]=[C:8]([Cl:13])[N:7]=2)[CH2:3]1)=[O:48]. The yield is 0.270. (3) The reactants are [CH2:1]([C:8]1[CH:13]=[CH:12][C:11]([NH:14][C:15]2[C:24]3[C:19](=[CH:20][CH:21]=[C:22]([Cl:25])[CH:23]=3)[N:18]=[CH:17][C:16]=2[CH:26]=O)=[CH:10][CH:9]=1)[C:2]1[CH:7]=[CH:6][CH:5]=[CH:4][CH:3]=1.C([O-])([O-])=O.[K+].[K+].O.[CH3:35][CH2:36][OH:37]. No catalyst specified. The product is [CH2:1]([C:8]1[CH:9]=[CH:10][C:11]([N:14]2[C:15]3[C:16](=[CH:17][N:18]=[C:19]4[CH:20]=[CH:21][C:22]([Cl:25])=[CH:23][C:24]4=3)[CH:26]=[CH:35][C:36]2=[O:37])=[CH:12][CH:13]=1)[C:2]1[CH:3]=[CH:4][CH:5]=[CH:6][CH:7]=1. The yield is 0.640. (4) The reactants are C(=O)([O-])[O-].[Na+].[Na+].[CH:7]1[C:19]2[CH:18]([CH2:20][O:21][C:22](Cl)=[O:23])[C:17]3[C:12](=[CH:13][CH:14]=[CH:15][CH:16]=3)[C:11]=2[CH:10]=[CH:9][CH:8]=1.[Cl:25][C@H:26]1[CH2:30][NH:29][C@@H:28]2[C@@H:31]([OH:34])[CH2:32][O:33][C@H:27]12. The catalyst is O.O1CCOCC1. The product is [Cl:25][C@H:26]1[CH2:30][N:29]([C:22]([O:21][CH2:20][CH:18]2[C:19]3[CH:7]=[CH:8][CH:9]=[CH:10][C:11]=3[C:16]3[C:17]2=[CH:12][CH:13]=[CH:14][CH:15]=3)=[O:23])[C@@H:28]2[C@@H:31]([OH:34])[CH2:32][O:33][C@H:27]12. The yield is 0.870. (5) The reactants are [C:1]([C:5]1[O:9][N:8]=[C:7]([NH2:10])[CH:6]=1)([CH3:4])([CH3:3])[CH3:2].Br[CH2:12][CH:13]([CH3:15])[CH3:14]. No catalyst specified. The product is [C:1]([C:5]1[O:9][N:8]([CH2:12][CH:13]([CH3:15])[CH3:14])[C:7](=[NH:10])[CH:6]=1)([CH3:4])([CH3:3])[CH3:2]. The yield is 0.600. (6) No catalyst specified. The reactants are Cl.[NH:2]1[CH2:7][CH2:6][O:5][CH2:4][CH:3]1[C:8]([OH:10])=[O:9].O=S(Cl)[Cl:13].[CH:15](O)([CH3:17])[CH3:16]. The yield is 0.950. The product is [ClH:13].[NH:2]1[CH2:7][CH2:6][O:5][CH2:4][CH:3]1[C:8]([O:10][CH:15]([CH3:17])[CH3:16])=[O:9]. (7) The reactants are [OH-].[Na+].C[O:4][C:5]([C@@H:7]1[CH2:9][C@H:8]1[CH2:10][N:11]1[CH2:16][CH2:15][N:14]([C:17]2[C:18]3[CH:25]=[CH:24][C:23]([C:26]([F:29])([F:28])[F:27])=[CH:22][C:19]=3[S:20][CH:21]=2)[CH2:13][CH2:12]1)=[O:6]. The catalyst is O1CCOCC1.CO. The product is [F:28][C:26]([F:27])([F:29])[C:23]1[CH:24]=[CH:25][C:18]2[C:17]([N:14]3[CH2:15][CH2:16][N:11]([CH2:10][C@@H:8]4[CH2:9][C@H:7]4[C:5]([OH:6])=[O:4])[CH2:12][CH2:13]3)=[CH:21][S:20][C:19]=2[CH:22]=1. The yield is 0.810. (8) The reactants are O=[CH:2][CH2:3][NH:4][C:5](=[O:11])[O:6][C:7]([CH3:10])([CH3:9])[CH3:8].[CH:12]1([C:18]2[C:19]3[CH:20]=[CH:21][C:22]([C:39]([O:41][CH3:42])=[O:40])=[CH:23][C:24]=3[N:25]3[C:32]=2[C:31]2[CH:33]=[CH:34][CH:35]=[CH:36][C:30]=2[O:29][CH2:28][C@H:27]([NH:37][CH3:38])[CH2:26]3)[CH2:17][CH2:16][CH2:15][CH2:14][CH2:13]1.C(O)(=O)C.C([O-])(=O)C.[Na+]. The catalyst is CO.[Pd]. The product is [C:7]([O:6][C:5]([NH:4][CH2:3][CH2:2][N:37]([CH3:38])[C@@H:27]1[CH2:26][N:25]2[C:24]3[CH:23]=[C:22]([C:39]([O:41][CH3:42])=[O:40])[CH:21]=[CH:20][C:19]=3[C:18]([CH:12]3[CH2:17][CH2:16][CH2:15][CH2:14][CH2:13]3)=[C:32]2[C:31]2[CH:33]=[CH:34][CH:35]=[CH:36][C:30]=2[O:29][CH2:28]1)=[O:11])([CH3:10])([CH3:9])[CH3:8]. The yield is 0.820. (9) The reactants are [NH2:1][C:2]1[N:10]=[C:9]2[N:4]([C:5]([O:13][CH3:14])=[N:6][CH:7]=[C:8]2[O:11][CH3:12])[N:3]=1.[CH3:15][O:16][C:17]1[CH:21]=[CH:20][S:19][C:18]=1[S:22](Cl)(=[O:24])=[O:23].N1C=CC=CC=1.CS(C)=O. The catalyst is C(#N)C. The product is [CH3:15][O:16][C:17]1[CH:21]=[CH:20][S:19][C:18]=1[S:22]([NH:1][C:2]1[N:10]=[C:9]2[N:4]([C:5]([O:13][CH3:14])=[N:6][CH:7]=[C:8]2[O:11][CH3:12])[N:3]=1)(=[O:24])=[O:23]. The yield is 0.500. (10) The reactants are [OH-:1].[Na+].[CH:3]([C:5]1[C:13]2[C:8](=[CH:9][CH:10]=[C:11]([C:14]3[CH:15]=[C:16]([NH:20][C:21](=[O:25])[N:22]([CH3:24])[CH3:23])[CH:17]=[N:18][CH:19]=3)[CH:12]=2)[N:7]([CH:26]2[CH2:31][CH2:30][CH2:29][CH2:28][O:27]2)[N:6]=1)=[O:4]. The catalyst is O.O1CCOCC1.[N+]([O-])([O-])=O.[Ag+]. The product is [CH3:23][N:22]([CH3:24])[C:21](=[O:25])[NH:20][C:16]1[CH:15]=[C:14]([C:11]2[CH:12]=[C:13]3[C:8](=[CH:9][CH:10]=2)[N:7]([CH:26]2[CH2:31][CH2:30][CH2:29][CH2:28][O:27]2)[N:6]=[C:5]3[C:3]([OH:1])=[O:4])[CH:19]=[N:18][CH:17]=1. The yield is 0.700.